This data is from Reaction yield outcomes from USPTO patents with 853,638 reactions. The task is: Predict the reaction yield, written as a fraction of the theoretical maximum amount of product (1.0 means a 100% yield; for example, 0.34 means a 34% yield). The reactants are [CH3:1][O:2][C:3]1[CH:4]=[C:5]2[C:10](=[CH:11][C:12]=1[O:13][CH3:14])[N:9]=[CH:8][CH:7]=[C:6]2[O:15][C:16]1[CH:22]=[CH:21][C:19]([NH2:20])=[CH:18][CH:17]=1.[C:23]1(C)C=C[CH:26]=[CH:25][CH:24]=1.[CH2:30]([N:32]([CH2:35]C)CC)C.ClC(Cl)([O:40][C:41](=O)[O:42]C(Cl)(Cl)Cl)Cl. The catalyst is C(Cl)Cl. The product is [CH3:1][O:2][C:3]1[CH:4]=[C:5]2[C:10](=[CH:11][C:12]=1[O:13][CH3:14])[N:9]=[CH:8][CH:7]=[C:6]2[O:15][C:16]1[CH:22]=[CH:21][C:19]([NH:20][C:41](=[O:40])[O:42][CH2:23][CH2:24][CH2:25][CH2:26][N:32]([CH3:35])[CH3:30])=[CH:18][CH:17]=1. The yield is 0.170.